Dataset: Reaction yield outcomes from USPTO patents with 853,638 reactions. Task: Predict the reaction yield, written as a fraction of the theoretical maximum amount of product (1.0 means a 100% yield; for example, 0.34 means a 34% yield). (1) The reactants are Cl.O1CCOCC1.[Si]([O:15][C@H:16]1[CH2:20][CH2:19][N:18]([CH2:21][C:22]2[CH:27]=[CH:26][C:25]([CH:28]([F:30])[F:29])=[CH:24][CH:23]=2)[C:17]1=[O:31])(C(C)(C)C)(C)C. The yield is 1.00. The catalyst is ClCCl. The product is [F:30][CH:28]([F:29])[C:25]1[CH:24]=[CH:23][C:22]([CH2:21][N:18]2[CH2:19][CH2:20][C@H:16]([OH:15])[C:17]2=[O:31])=[CH:27][CH:26]=1. (2) The reactants are [Br:1][C:2]1[C:7]([CH:8]=[O:9])=[C:6]([OH:10])[C:5]([O:11]C)=[CH:4][CH:3]=1.B(Br)(Br)Br.O. The catalyst is C(Cl)Cl. The product is [Br:1][C:2]1[C:7]([CH:8]=[O:9])=[C:6]([OH:10])[C:5]([OH:11])=[CH:4][CH:3]=1. The yield is 0.950. (3) The reactants are [CH2:1](Br)[C:2]([C:4]1[CH:9]=[CH:8][CH:7]=[CH:6][CH:5]=1)=O.[NH2:11][C:12]([NH2:14])=[S:13]. The catalyst is C(O)C. The product is [C:4]1([C:2]2[N:11]=[C:12]([NH2:14])[S:13][CH:1]=2)[CH:9]=[CH:8][CH:7]=[CH:6][CH:5]=1. The yield is 0.820.